From a dataset of Catalyst prediction with 721,799 reactions and 888 catalyst types from USPTO. Predict which catalyst facilitates the given reaction. (1) Reactant: [C:1]([C:3]1[CH:30]=[C:29]([N+:31]([O-])=O)[CH:28]=[CH:27][C:4]=1[O:5][C:6]1[CH:7]=[CH:8][C:9]([F:26])=[C:10]([NH:12][C:13](=[O:25])[CH2:14][C:15]2[CH:20]=[CH:19][CH:18]=[C:17]([C:21]([F:24])([F:23])[F:22])[CH:16]=2)[CH:11]=1)#[N:2].O1CCCC1. Product: [NH2:31][C:29]1[CH:28]=[CH:27][C:4]([O:5][C:6]2[CH:7]=[CH:8][C:9]([F:26])=[C:10]([NH:12][C:13](=[O:25])[CH2:14][C:15]3[CH:20]=[CH:19][CH:18]=[C:17]([C:21]([F:22])([F:23])[F:24])[CH:16]=3)[CH:11]=2)=[C:3]([C:1]#[N:2])[CH:30]=1. The catalyst class is: 178. (2) Reactant: [CH3:1][N:2]1[CH2:7][CH2:6][NH:5][CH2:4][CH2:3]1.C(N(C(C)C)CC)(C)C.[C:17](Cl)(=[O:20])[CH:18]=[CH2:19]. Product: [CH3:1][N:2]1[CH2:7][CH2:6][N:5]([C:17](=[O:20])[CH:18]=[CH2:19])[CH2:4][CH2:3]1. The catalyst class is: 2. (3) Reactant: [C:1]1([S:7](Cl)(=[O:9])=[O:8])[CH:6]=[CH:5][CH:4]=[CH:3][CH:2]=1.[NH2:11][C:12]1[CH:35]=[CH:34][C:15]2[C:16]([CH2:19]CC3CCN(CC4C=CC=CC=4)CC3)=[N:17][O:18][C:14]=2[CH:13]=1.N1C=CC=CC=1.C(=O)(O)[O-].[Na+]. Product: [CH:6]1[C:1]([S:7]([NH2:11])(=[O:9])=[O:8])=[CH:2][CH:3]=[CH:4][CH:5]=1.[CH3:19][C:16]1[C:15]2[CH:34]=[CH:35][CH:12]=[CH:13][C:14]=2[O:18][N:17]=1. The catalyst class is: 2. (4) Reactant: C(O[CH:5]([C:28]1[N:41]=[C:31]2[N:32]=[C:33]([CH3:40])[C:34]3[CH2:35][CH2:36][CH2:37][CH2:38][C:39]=3[N:30]2[N:29]=1)[C:6]1(Br)[C:12](=[O:13])[N:11]2[C@@H:7]1[S:8][CH:9]=[C:10]2[C:14]([O:16]CC1C=CC([N+]([O-])=O)=CC=1)=[O:15])(=O)C.C(#N)C. Product: [CH3:40][C:33]1[C:34]2[CH2:35][CH2:36][CH2:37][CH2:38][C:39]=2[N:30]2[N:29]=[C:28](/[CH:5]=[C:6]3\[C@@H:7]4[N:11]([C:12]\3=[O:13])[C:10]([C:14]([OH:16])=[O:15])=[CH:9][S:8]4)[N:41]=[C:31]2[N:32]=1. The catalyst class is: 123. (5) Reactant: FC(F)(F)C(O)=O.[Cl:8][C:9]1[CH:14]=[CH:13][CH:12]=[C:11]([F:15])[C:10]=1[NH:16][C:17]([C@@H:19]1[C:28]2[C:23](=[CH:24][CH:25]=[CH:26][CH:27]=2)[CH2:22][CH2:21][NH:20]1)=[O:18].[C:29]([O:33][C:34]([NH:36][C@@H:37]([CH:41]([CH3:43])[CH3:42])[C:38](O)=[O:39])=[O:35])([CH3:32])([CH3:31])[CH3:30].CN(C(ON1N=NC2C=CC=NC1=2)=[N+](C)C)C.F[P-](F)(F)(F)(F)F.CCN(C(C)C)C(C)C. Product: [C:29]([O:33][C:34](=[O:35])[NH:36][C@H:37]([C:38]([N:20]1[CH2:21][CH2:22][C:23]2[C:28](=[CH:27][CH:26]=[CH:25][CH:24]=2)[C@H:19]1[C:17](=[O:18])[NH:16][C:10]1[C:11]([F:15])=[CH:12][CH:13]=[CH:14][C:9]=1[Cl:8])=[O:39])[CH:41]([CH3:42])[CH3:43])([CH3:30])([CH3:32])[CH3:31]. The catalyst class is: 18.